This data is from Full USPTO retrosynthesis dataset with 1.9M reactions from patents (1976-2016). The task is: Predict the reactants needed to synthesize the given product. (1) Given the product [NH2:15][CH2:14][CH:13]=[C:8]1[C:9]2[C:5](=[CH:4][CH:3]=[C:2]([NH2:1])[C:10]=2[O:11][CH3:12])[CH2:6][CH2:7]1, predict the reactants needed to synthesize it. The reactants are: [NH2:1][C:2]1[C:10]([O:11][CH3:12])=[C:9]2[C:5]([CH2:6][CH2:7][C:8]2=[CH:13][C:14]#[N:15])=[CH:4][CH:3]=1.N.C(O)C. (2) Given the product [C:1]([O:5][C:6](=[O:23])[NH:7][CH2:8][C:9]1[CH:10]=[C:11]([C:12]2[CH:17]=[CH:16][C:15]([C:18]([F:21])([F:20])[F:19])=[CH:14][CH:13]=2)[N:35]=[C:33]([S:32][CH2:25][C:26]2[CH:31]=[CH:30][CH:29]=[CH:28][CH:27]=2)[N:34]=1)([CH3:4])([CH3:3])[CH3:2], predict the reactants needed to synthesize it. The reactants are: [C:1]([O:5][C:6](=[O:23])[NH:7][CH2:8][C:9]#[C:10][C:11](=O)[C:12]1[CH:17]=[CH:16][C:15]([C:18]([F:21])([F:20])[F:19])=[CH:14][CH:13]=1)([CH3:4])([CH3:3])[CH3:2].Cl.[CH2:25]([S:32][C:33](=[NH:35])[NH2:34])[C:26]1[CH:31]=[CH:30][CH:29]=[CH:28][CH:27]=1.C([O-])([O-])=O.[K+].[K+]. (3) The reactants are: OC1C=[CH:6][C:5]([NH:8][C:9]2C([N+]([O-])=O)=[CH:13][CH:12]=[C:11](Cl)[N:10]=2)=CC=1.C([N:21](CC)CC)C. Given the product [NH2:21][CH2:13][CH2:12][CH2:11][N:10]1[CH:6]=[CH:5][N:8]=[CH:9]1, predict the reactants needed to synthesize it. (4) Given the product [C:1]([C:4]1[CH:5]=[CH:6][C:7]([O:13][CH2:14][C:15]2[CH:20]=[CH:19][CH:18]=[CH:17][CH:16]=2)=[C:8]([CH:12]=1)[C:9]([NH:26][C:25]1[CH:27]=[C:28]([C:30]([F:31])([F:32])[F:33])[CH:29]=[C:23]([C:22]([F:21])([F:34])[F:35])[CH:24]=1)=[O:11])(=[O:3])[CH3:2], predict the reactants needed to synthesize it. The reactants are: [C:1]([C:4]1[CH:5]=[CH:6][C:7]([O:13][CH2:14][C:15]2[CH:20]=[CH:19][CH:18]=[CH:17][CH:16]=2)=[C:8]([CH:12]=1)[C:9]([OH:11])=O)(=[O:3])[CH3:2].[F:21][C:22]([F:35])([F:34])[C:23]1[CH:24]=[C:25]([CH:27]=[C:28]([C:30]([F:33])([F:32])[F:31])[CH:29]=1)[NH2:26]. (5) Given the product [CH2:1]([O:3][C:4]([C:6]1[N:7]([CH3:38])[C:8]([CH2:24][CH2:25][CH2:26][OH:27])=[C:9]([C:18]2[CH:23]=[CH:22][N:21]=[CH:20][CH:19]=2)[C:10]=1[C:11]1[CH:12]=[CH:13][C:14]([F:17])=[CH:15][CH:16]=1)=[O:5])[CH3:2], predict the reactants needed to synthesize it. The reactants are: [CH2:1]([O:3][C:4]([C:6]1[NH:7][C:8]([CH2:24][CH2:25][CH2:26][O:27]CC2C=CC=CC=2)=[C:9]([C:18]2[CH:23]=[CH:22][N:21]=[CH:20][CH:19]=2)[C:10]=1[C:11]1[CH:16]=[CH:15][C:14]([F:17])=[CH:13][CH:12]=1)=[O:5])[CH3:2].Cl.[H][H].[CH2:38](O)C. (6) Given the product [CH3:13][C:11]1[C:5]2[C:3](=[C:2]([CH3:1])[CH:8]=[CH:7][CH:6]=2)[N:4]=[CH:10][CH:9]=1, predict the reactants needed to synthesize it. The reactants are: [CH3:1][C:2]1[CH:8]=[CH:7][CH:6]=[CH:5][C:3]=1[NH2:4].[CH:9]([C:11]([CH3:13])=O)=[CH2:10]. (7) Given the product [NH2:31][C:6]1[CH:7]=[C:8]([CH:29]=[CH:30][C:5]=1[O:4][CH2:3][CH2:2][OH:1])[C:9]([NH:11][C:12]1[S:16][C:15]([NH:17][C:18]2[CH:19]=[CH:20][C:21]([O:24][CH3:25])=[CH:22][CH:23]=2)=[N:14][C:13]=1[C:26]([NH2:28])=[O:27])=[O:10], predict the reactants needed to synthesize it. The reactants are: [OH:1][CH2:2][CH2:3][O:4][C:5]1[CH:30]=[CH:29][C:8]([C:9]([NH:11][C:12]2[S:16][C:15]([NH:17][C:18]3[CH:23]=[CH:22][C:21]([O:24][CH3:25])=[CH:20][CH:19]=3)=[N:14][C:13]=2[C:26]([NH2:28])=[O:27])=[O:10])=[CH:7][C:6]=1[N+:31]([O-])=O.